From a dataset of Reaction yield outcomes from USPTO patents with 853,638 reactions. Predict the reaction yield, written as a fraction of the theoretical maximum amount of product (1.0 means a 100% yield; for example, 0.34 means a 34% yield). (1) The reactants are [NH:1]([C:3]1[N:4]=[C:5]2[CH:19]=[CH:18][CH:17]=[N:16][C:6]2=[N:7][C:8]=1[N:9]1[CH2:14][CH2:13][N:12]([CH3:15])[CH2:11][CH2:10]1)[NH2:2].[CH:20](OC)(OC)OC. The catalyst is CCOCC. The product is [CH3:15][N:12]1[CH2:11][CH2:10][N:9]([C:8]2[C:3]3[N:4]([CH:20]=[N:2][N:1]=3)[C:5]3[CH:19]=[CH:18][CH:17]=[N:16][C:6]=3[N:7]=2)[CH2:14][CH2:13]1. The yield is 0.700. (2) The product is [CH:13]1([CH2:16][O:17][C:18]2[CH:23]=[CH:22][C:21]([N:24]3[C:29](=[O:30])[C:28]([CH2:31][C:32]4[CH:37]=[CH:36][C:35]([C:38]5[CH:43]=[CH:42][CH:41]=[CH:40][C:39]=5[C:44]5[NH:3][C:4](=[O:7])[O:5][N:45]=5)=[CH:34][CH:33]=4)=[C:27]([CH2:46][CH2:47][CH3:48])[N:26]=[C:25]3[CH3:49])=[CH:20][C:19]=2[F:50])[CH2:15][CH2:14]1. The catalyst is O.C(OCC)(=O)C. The reactants are [Cl-].O[NH3+:3].[C:4](=[O:7])([O-])[OH:5].[Na+].CS(C)=O.[CH:13]1([CH2:16][O:17][C:18]2[CH:23]=[CH:22][C:21]([N:24]3[C:29](=[O:30])[C:28]([CH2:31][C:32]4[CH:37]=[CH:36][C:35]([C:38]5[C:39]([C:44]#[N:45])=[CH:40][CH:41]=[CH:42][CH:43]=5)=[CH:34][CH:33]=4)=[C:27]([CH2:46][CH2:47][CH3:48])[N:26]=[C:25]3[CH3:49])=[CH:20][C:19]=2[F:50])[CH2:15][CH2:14]1. The yield is 0.700.